This data is from Catalyst prediction with 721,799 reactions and 888 catalyst types from USPTO. The task is: Predict which catalyst facilitates the given reaction. (1) Reactant: [Br:1][C:2]1[CH:3]=[C:4]([CH:7]=[CH:8][C:9]=1[O:10][C:11]([F:14])([F:13])[F:12])[CH:5]=[O:6].[OH:15]O.Cl. Product: [Br:1][C:2]1[CH:3]=[C:4]([CH:7]=[CH:8][C:9]=1[O:10][C:11]([F:12])([F:13])[F:14])[C:5]([OH:15])=[O:6]. The catalyst class is: 273. (2) Reactant: [Cl:1][C:2]1[N:3]=[C:4](Cl)[C:5]2[N:10]=[C:9]([CH3:11])[S:8][C:6]=2[N:7]=1.CCN(C(C)C)C(C)C.[CH3:22][N:23]1[CH:27]=[C:26]([NH2:28])[N:25]=[CH:24]1.CN1C=C([N+]([O-])=O)N=C1. Product: [Cl:1][C:2]1[N:3]=[C:4]([NH:28][C:26]2[N:25]=[CH:24][N:23]([CH3:22])[CH:27]=2)[C:5]2[N:10]=[C:9]([CH3:11])[S:8][C:6]=2[N:7]=1. The catalyst class is: 14. (3) Reactant: Br[C:2]1[CH:3]=[C:4]([Cl:21])[CH:5]=[C:6]2[C:10]=1[N:9]([CH2:11][O:12][CH2:13][CH2:14][Si:15]([CH3:18])([CH3:17])[CH3:16])[CH:8]=[C:7]2[C:19]#[N:20].[CH:22]([B-](F)(F)F)=[CH2:23].[K+].C(N(CC)CC)C. Product: [Cl:21][C:4]1[CH:5]=[C:6]2[C:10](=[C:2]([CH:22]=[CH2:23])[CH:3]=1)[N:9]([CH2:11][O:12][CH2:13][CH2:14][Si:15]([CH3:18])([CH3:17])[CH3:16])[CH:8]=[C:7]2[C:19]#[N:20]. The catalyst class is: 378. (4) Reactant: [NH2:1][C:2]1[N:7]=[CH:6][C:5]([CH2:8][N:9]2[C:13](=[O:14])[C:12]([C:15]3[CH:20]=[CH:19][CH:18]=[CH:17][CH:16]=3)=[C:11]([NH:21][C:22]3[CH:27]=[CH:26][C:25]([N:28]4[CH2:33][CH2:32][O:31][CH2:30][CH2:29]4)=[CH:24][CH:23]=3)[C:10]2=O)=[CH:4][CH:3]=1.COC1C=CC(P2(SP(C3C=CC(OC)=CC=3)(=S)S2)=[S:44])=CC=1.CC#N.C(Cl)Cl. Product: [NH2:1][C:2]1[N:7]=[CH:6][C:5]([CH2:8][N:9]2[C:10](=[S:44])[C:11]([NH:21][C:22]3[CH:27]=[CH:26][C:25]([N:28]4[CH2:33][CH2:32][O:31][CH2:30][CH2:29]4)=[CH:24][CH:23]=3)=[C:12]([C:15]3[CH:20]=[CH:19][CH:18]=[CH:17][CH:16]=3)[C:13]2=[O:14])=[CH:4][CH:3]=1. The catalyst class is: 11. (5) Reactant: [ClH:1].Cl.[NH2:3][N:4]1[CH2:9][CH2:8][O:7][CH2:6][C:5]1([CH3:11])[CH3:10].C(N(CC)CC)C.[F:19][C:20]([F:53])([F:52])[C:21]1[CH:22]=[C:23]([CH:45]=[C:46]([C:48]([F:51])([F:50])[F:49])[CH:47]=1)[C:24]([N:26]1[CH2:31][CH2:30][N:29]([CH2:32][CH2:33][CH:34]=O)[CH2:28][C@H:27]1[CH2:36][C:37]1[CH:42]=[CH:41][C:40]([CH3:43])=[C:39]([CH3:44])[CH:38]=1)=[O:25]. Product: [ClH:1].[ClH:1].[F:53][C:20]([F:19])([F:52])[C:21]1[CH:22]=[C:23]([CH:45]=[C:46]([C:48]([F:49])([F:50])[F:51])[CH:47]=1)[C:24]([N:26]1[CH2:31][CH2:30][N:29]([CH2:32][CH2:33][CH:34]=[N:3][N:4]2[CH2:9][CH2:8][O:7][CH2:6][C:5]2([CH3:11])[CH3:10])[CH2:28][C@H:27]1[CH2:36][C:37]1[CH:42]=[CH:41][C:40]([CH3:43])=[C:39]([CH3:44])[CH:38]=1)=[O:25]. The catalyst class is: 4.